This data is from Full USPTO retrosynthesis dataset with 1.9M reactions from patents (1976-2016). The task is: Predict the reactants needed to synthesize the given product. (1) Given the product [ClH:37].[CH2:29]([N:10]1[C:11]2[CH:16]=[CH:15][CH:14]=[C:13]([CH:17]3[CH2:21][CH2:20][NH:19][CH2:18]3)[C:12]=2[NH:8][C:9]1=[O:36])[C:30]1[CH:31]=[CH:32][CH:33]=[CH:34][CH:35]=1, predict the reactants needed to synthesize it. The reactants are: C(OC([N:8]1[C:12]2[C:13]([CH:17]3[CH2:21][CH2:20][N:19](C(OC(C)(C)C)=O)[CH2:18]3)=[CH:14][CH:15]=[CH:16][C:11]=2[N:10]([CH2:29][C:30]2[CH:35]=[CH:34][CH:33]=[CH:32][CH:31]=2)[C:9]1=[O:36])=O)(C)(C)C.[ClH:37].CCOCC. (2) Given the product [C:1]([O:5][C:6]([N:8]1[CH2:13][CH2:12][O:11][CH2:10][C@@H:9]1[C:14]1[N:19]2[CH:20]=[C:21]([F:24])[CH:22]=[CH:23][C:18]2=[N:17][N:16]=1)=[O:7])([CH3:4])([CH3:3])[CH3:2], predict the reactants needed to synthesize it. The reactants are: [C:1]([O:5][C:6]([N:8]1[CH2:13][CH2:12][O:11][CH2:10][C@@H:9]1[C:14]([NH:16][NH:17][C:18]1[CH:23]=[CH:22][C:21]([F:24])=[CH:20][N:19]=1)=O)=[O:7])([CH3:4])([CH3:3])[CH3:2].C1C=CC(P(C2C=CC=CC=2)C2C=CC=CC=2)=CC=1.CCN(CC)CC.ClC(Cl)(Cl)C(Cl)(Cl)Cl.